From a dataset of Full USPTO retrosynthesis dataset with 1.9M reactions from patents (1976-2016). Predict the reactants needed to synthesize the given product. Given the product [CH3:24][N:25]1[C:26](=[O:57])[C:27]([NH:40][C:41]2[CH:46]=[CH:45][C:44]([N:47]3[CH2:52][CH2:51][N:50]([CH:53]4[CH2:54][O:55][CH2:56]4)[CH2:49][CH2:48]3)=[CH:43][N:42]=2)=[CH:28][C:29]([C:2]2[N:9]=[CH:8][CH:7]=[C:6]([N:10]3[CH2:22][CH2:21][N:13]4[C:14]5[CH2:15][CH2:16][CH2:17][CH2:18][C:19]=5[CH:20]=[C:12]4[C:11]3=[O:23])[C:3]=2[CH:4]=[O:5])=[CH:30]1, predict the reactants needed to synthesize it. The reactants are: Cl[C:2]1[N:9]=[CH:8][CH:7]=[C:6]([N:10]2[CH2:22][CH2:21][N:13]3[C:14]4[CH2:15][CH2:16][CH2:17][CH2:18][C:19]=4[CH:20]=[C:12]3[C:11]2=[O:23])[C:3]=1[CH:4]=[O:5].[CH3:24][N:25]1[CH:30]=[C:29](B2OC(C)(C)C(C)(C)O2)[CH:28]=[C:27]([NH:40][C:41]2[CH:46]=[CH:45][C:44]([N:47]3[CH2:52][CH2:51][N:50]([CH:53]4[CH2:56][O:55][CH2:54]4)[CH2:49][CH2:48]3)=[CH:43][N:42]=2)[C:26]1=[O:57].